The task is: Predict the reaction yield, written as a fraction of the theoretical maximum amount of product (1.0 means a 100% yield; for example, 0.34 means a 34% yield).. This data is from Reaction yield outcomes from USPTO patents with 853,638 reactions. (1) The reactants are [CH2:1]([N:3]1[C:8]([CH3:9])=[C:7]([CH3:10])[CH:6]=[C:5]([C:11]([OH:13])=O)[C:4]1=[O:14])[CH3:2].[CH2:15]([NH2:22])[C:16]1[CH:21]=[CH:20][CH:19]=[CH:18][CH:17]=1.C(N(C(C)C)CC)(C)C.F[P-](F)(F)(F)(F)F.N1(O[P+](N2CCCC2)(N2CCCC2)N2CCCC2)C2C=CC=CC=2N=N1. The catalyst is CN(C=O)C.C(OCC)(=O)C. The product is [CH2:15]([NH:22][C:11]([C:5]1[C:4](=[O:14])[N:3]([CH2:1][CH3:2])[C:8]([CH3:9])=[C:7]([CH3:10])[CH:6]=1)=[O:13])[C:16]1[CH:21]=[CH:20][CH:19]=[CH:18][CH:17]=1. The yield is 0.911. (2) The reactants are [C:1]([O:5][C:6]([N:8]1[CH2:13][CH2:12][C@@H:11]2[CH2:14][C:15]3(OCC[O:17]3)[CH2:16][C@@H:10]2[CH2:9]1)=[O:7])([CH3:4])([CH3:3])[CH3:2].C1(C)C=CC(S(O)(=O)=O)=CC=1.C(=O)(O)[O-].[Na+]. The catalyst is CC(C)=O. The product is [C:1]([O:5][C:6]([N:8]1[CH2:13][CH2:12][C@@H:11]2[CH2:14][C:15](=[O:17])[CH2:16][C@@H:10]2[CH2:9]1)=[O:7])([CH3:4])([CH3:2])[CH3:3]. The yield is 0.850. (3) The reactants are [CH3:1][O:2][C:3]([C:5]1[N:6]([CH2:26][C:27]#[N:28])[C:7]2[C:12]([C:13]=1[C:14]1[CH:19]=[CH:18][C:17]([O:20][CH3:21])=[CH:16][CH:15]=1)=[CH:11][C:10]([O:22][CH3:23])=[C:9]([O:24][CH3:25])[CH:8]=2)=[O:4].[ClH:29].CCOC(C)=O. The catalyst is CCO.[Pd]. The product is [ClH:29].[CH3:1][O:2][C:3]([C:5]1[N:6]([CH2:26][CH2:27][NH2:28])[C:7]2[C:12]([C:13]=1[C:14]1[CH:15]=[CH:16][C:17]([O:20][CH3:21])=[CH:18][CH:19]=1)=[CH:11][C:10]([O:22][CH3:23])=[C:9]([O:24][CH3:25])[CH:8]=2)=[O:4]. The yield is 0.870. (4) The reactants are [NH2:1][C:2]1[N:29]=[CH:28][C:27]([Br:30])=[CH:26][C:3]=1[C:4]([C:6]1[N:11]=[C:10]([N:12]2[CH2:18][CH2:17][CH2:16][N:15](C(OC(C)(C)C)=O)[CH2:14][CH2:13]2)[CH:9]=[CH:8][CH:7]=1)=[O:5].Cl. The catalyst is O1CCOCC1. The product is [N:12]1([C:10]2[N:11]=[C:6]([C:4]([C:3]3[C:2]([NH2:1])=[N:29][CH:28]=[C:27]([Br:30])[CH:26]=3)=[O:5])[CH:7]=[CH:8][CH:9]=2)[CH2:18][CH2:17][CH2:16][NH:15][CH2:14][CH2:13]1. The yield is 0.360. (5) The reactants are [CH3:1][C:2]1[S:3][C:4]([C:31]2[CH:32]=[C:33]([CH3:37])[CH:34]=[CH:35][CH:36]=2)=[C:5]([C:7]([N:9]2[CH2:16][C@H:15]3[C@H:11]([CH2:12][C:13]([F:18])([F:17])[CH2:14]3)[C@H:10]2[CH2:19][N:20]2C(=O)C3C(=CC=CC=3)C2=O)=[O:8])[N:6]=1.O.NN. The catalyst is CCO. The product is [NH2:20][CH2:19][C@H:10]1[N:9]([C:7]([C:5]2[N:6]=[C:2]([CH3:1])[S:3][C:4]=2[C:31]2[CH:32]=[C:33]([CH3:37])[CH:34]=[CH:35][CH:36]=2)=[O:8])[CH2:16][C@H:15]2[C@@H:11]1[CH2:12][C:13]([F:18])([F:17])[CH2:14]2. The yield is 0.920.